Dataset: Forward reaction prediction with 1.9M reactions from USPTO patents (1976-2016). Task: Predict the product of the given reaction. (1) Given the reactants [CH3:1][C:2]1([CH3:28])[C:11]2[C:6](=[C:7]([O:18][CH2:19][O:20][CH2:21][CH2:22][Si:23]([CH3:26])([CH3:25])[CH3:24])[CH:8]=[C:9]([C:12]#[C:13][Si](C)(C)C)[CH:10]=2)[C:5](=[O:27])[CH2:4][CH2:3]1.C(=O)([O-])[O-].[K+].[K+], predict the reaction product. The product is: [C:12]([C:9]1[CH:10]=[C:11]2[C:6](=[C:7]([O:18][CH2:19][O:20][CH2:21][CH2:22][Si:23]([CH3:24])([CH3:26])[CH3:25])[CH:8]=1)[C:5](=[O:27])[CH2:4][CH2:3][C:2]2([CH3:28])[CH3:1])#[CH:13]. (2) Given the reactants C1C=C(Cl)C=C(C(OO)=[O:9])C=1.[CH:12]1([NH:15][C:16]([C:18]2[CH:19]=[C:20]([F:37])[C:21]([CH3:36])=[C:22]([C:24]3[CH:35]=[CH:34][C:27]([C:28]([NH:30][CH2:31][CH2:32][CH3:33])=[O:29])=[CH:26][N:25]=3)[CH:23]=2)=[O:17])[CH2:14][CH2:13]1, predict the reaction product. The product is: [CH:12]1([NH:15][C:16]([C:18]2[CH:19]=[C:20]([F:37])[C:21]([CH3:36])=[C:22]([C:24]3[N+:25]([O-:9])=[CH:26][C:27]([C:28]([NH:30][CH2:31][CH2:32][CH3:33])=[O:29])=[CH:34][CH:35]=3)[CH:23]=2)=[O:17])[CH2:14][CH2:13]1. (3) Given the reactants [Br:1][C:2]1[C:7](=[O:8])[NH:6][C:5]([C:9]([O:11]CC)=O)=[N:4][CH:3]=1.[NH3:14], predict the reaction product. The product is: [Br:1][C:2]1[C:7](=[O:8])[NH:6][C:5]([C:9]([NH2:14])=[O:11])=[N:4][CH:3]=1. (4) Given the reactants [Cl:1][C:2]1[C:3]([C:8]2[CH:9]=[C:10]3[C:14](=[C:15]([O:17][CH2:18][CH2:19][C:20]4[CH:25]=[CH:24][CH:23]=[CH:22][N:21]=4)[CH:16]=2)[N:13]([CH2:26][O:27][CH3:28])[N:12]=[C:11]3[NH2:29])=[N:4][CH:5]=[CH:6][CH:7]=1.Cl[C:31]1[CH:36]=[N:35][CH:34]=[CH:33][N:32]=1.C(=O)([O-])[O-].[Cs+].[Cs+].CC1(C)C2C=CC=C(P(C3C=CC=CC=3)C3C=CC=CC=3)C=2OC2C1=CC=CC=2P(C1C=CC=CC=1)C1C=CC=CC=1, predict the reaction product. The product is: [Cl:1][C:2]1[C:3]([C:8]2[CH:9]=[C:10]3[C:14](=[C:15]([O:17][CH2:18][CH2:19][C:20]4[CH:25]=[CH:24][CH:23]=[CH:22][N:21]=4)[CH:16]=2)[N:13]([CH2:26][O:27][CH3:28])[N:12]=[C:11]3[NH:29][C:31]2[CH:36]=[N:35][CH:34]=[CH:33][N:32]=2)=[N:4][CH:5]=[CH:6][CH:7]=1. (5) The product is: [ClH:31].[ClH:31].[C:26]([NH:29][N:30]=[CH:19][C:18]1[CH:21]=[CH:22][C:23]([O:24][CH3:25])=[C:16]([O:1][CH2:2][CH2:3][CH2:4][O:5][C:6]2[CH:7]=[C:8]([CH:11]=[CH:12][C:13]=2[O:14][CH3:15])[CH:9]=[N:30][NH:29][C:26](=[NH:27])[NH2:28])[CH:17]=1)(=[NH:28])[NH2:27]. Given the reactants [O:1]([C:16]1[CH:17]=[C:18]([CH:21]=[CH:22][C:23]=1[O:24][CH3:25])[CH:19]=O)[CH2:2][CH2:3][CH2:4][O:5][C:6]1[CH:7]=[C:8]([CH:11]=[CH:12][C:13]=1[O:14][CH3:15])[CH:9]=O.[C:26]([NH:29][NH2:30])([NH2:28])=[NH:27].[ClH:31], predict the reaction product.